This data is from Experimentally validated miRNA-target interactions with 360,000+ pairs, plus equal number of negative samples. The task is: Binary Classification. Given a miRNA mature sequence and a target amino acid sequence, predict their likelihood of interaction. The miRNA is hsa-miR-4265 with sequence CUGUGGGCUCAGCUCUGGG. The protein sequence of the target gene is METRESTESSPGKHLVTSEELISEGKWVKFEKTTYMDPTGKTRTWETVKLTTRKGKSADAVSVIPVLQRTLHHECVILVKQFRPPMGSYCLEFPAGFIEDGESPEAAALRELEEETGYKGEVAECSPAVCMDPGLSNCTTHVVTVTINGDDAGNVRPKPKPGDGEFMEVISLPKNDLLTRLDALGAEQHLTVDAKVYAYGLALKHANSKPFEVPFLKF. Result: 0 (no interaction).